From a dataset of Catalyst prediction with 721,799 reactions and 888 catalyst types from USPTO. Predict which catalyst facilitates the given reaction. (1) Reactant: Cl[C:2]1[CH:7]=[CH:6][N:5]2[N:8]=[CH:9][C:10]([C:11]([O:13][CH2:14][CH3:15])=[O:12])=[C:4]2[N:3]=1.[F:16][C:17]1[CH:18]=[C:19]([C@H:25]2[CH2:29][CH2:28][CH2:27][NH:26]2)[C:20]([O:23][CH3:24])=[N:21][CH:22]=1.CCN(C(C)C)C(C)C.C(O)CCC. Product: [F:16][C:17]1[CH:18]=[C:19]([C@H:25]2[CH2:29][CH2:28][CH2:27][N:26]2[C:2]2[CH:7]=[CH:6][N:5]3[N:8]=[CH:9][C:10]([C:11]([O:13][CH2:14][CH3:15])=[O:12])=[C:4]3[N:3]=2)[C:20]([O:23][CH3:24])=[N:21][CH:22]=1. The catalyst class is: 25. (2) Product: [O:31]=[C:30]1[N:16]([C:17]2[CH:22]=[CH:21][C:20]([N:23]3[CH2:28][CH2:27][O:26][CH2:25][C:24]3=[O:29])=[CH:19][CH:18]=2)[CH2:15][C@H:2]([CH2:3][N:4]2[C:12](=[O:13])[C:11]3[C:6](=[CH:7][CH:8]=[CH:9][CH:10]=3)[C:5]2=[O:14])[O:1]1. Reactant: [OH:1][C@H:2]([CH2:15][NH:16][C:17]1[CH:22]=[CH:21][C:20]([N:23]2[CH2:28][CH2:27][O:26][CH2:25][C:24]2=[O:29])=[CH:19][CH:18]=1)[CH2:3][N:4]1[C:12](=[O:13])[C:11]2[C:6](=[CH:7][CH:8]=[CH:9][CH:10]=2)[C:5]1=[O:14].[C:30](=O)([O-])[O-:31].[K+].[K+].C(N1C=CN=C1)(N1C=CN=C1)=O.O1CCCC1. The catalyst class is: 4. (3) Reactant: [CH3:1][O:2][C:3]([C:5]1[C:6]([OH:30])=[C:7]2[C:12](=[C:13](Br)[N:14]=1)[N:11]([CH2:16][C:17]1[CH:22]=[CH:21][CH:20]=[CH:19][CH:18]=1)[C:10](=[O:23])[C:9]([C:24]1[CH:29]=[CH:28][CH:27]=[CH:26][CH:25]=1)=[CH:8]2)=[O:4].[CH3:31][N:32]1[CH:36]=[C:35]([Sn](CCCC)(CCCC)CCCC)[CH:34]=[N:33]1.CCOC(C)=O.Cl. Product: [CH3:1][O:2][C:3]([C:5]1[C:6]([OH:30])=[C:7]2[C:12](=[C:13]([C:35]3[CH:34]=[N:33][N:32]([CH3:31])[CH:36]=3)[N:14]=1)[N:11]([CH2:16][C:17]1[CH:22]=[CH:21][CH:20]=[CH:19][CH:18]=1)[C:10](=[O:23])[C:9]([C:24]1[CH:29]=[CH:28][CH:27]=[CH:26][CH:25]=1)=[CH:8]2)=[O:4]. The catalyst class is: 510. (4) Reactant: [N:1]1([C@H:7]2[CH2:10][C@H:9]([O:11][C:12]3[CH:20]=[CH:19][C:15]([C:16]([OH:18])=O)=[CH:14][CH:13]=3)[CH2:8]2)[CH2:6][CH2:5][CH2:4][CH2:3][CH2:2]1.[NH:21]1[CH2:26][CH2:25][CH:24]([C:27]([NH2:29])=[O:28])[CH2:23][CH2:22]1.F[B-](F)(F)F.N1(OC(N(C)C)=[N+](C)C)C2C=CC=CC=2N=N1.C(N(C(C)C)CC)(C)C.C(=O)([O-])[O-].[Na+].[Na+]. Product: [N:1]1([C@H:7]2[CH2:8][C@H:9]([O:11][C:12]3[CH:13]=[CH:14][C:15]([C:16]([N:21]4[CH2:26][CH2:25][CH:24]([C:27]([NH2:29])=[O:28])[CH2:23][CH2:22]4)=[O:18])=[CH:19][CH:20]=3)[CH2:10]2)[CH2:2][CH2:3][CH2:4][CH2:5][CH2:6]1. The catalyst class is: 39.